Dataset: Reaction yield outcomes from USPTO patents with 853,638 reactions. Task: Predict the reaction yield, written as a fraction of the theoretical maximum amount of product (1.0 means a 100% yield; for example, 0.34 means a 34% yield). The reactants are [CH3:1][C:2]1[O:6][N:5]=[C:4]([C:7]([C:9]2[CH:14]=[CH:13][CH:12]=[CH:11][C:10]=2[CH2:15][O:16][CH:17]([O:19][CH2:20][CH3:21])[CH3:18])=O)[CH:3]=1.CO.Cl.[CH3:25][O:26][NH2:27].C[O-].[Na+].CO. The catalyst is [Cl-].[Na+].O. The product is [CH3:25][O:26][N:27]=[C:7]([C:4]1[CH:3]=[C:2]([CH3:1])[O:6][N:5]=1)[C:9]1[CH:14]=[CH:13][CH:12]=[CH:11][C:10]=1[CH2:15][O:16][CH:17]([O:19][CH2:20][CH3:21])[CH3:18]. The yield is 0.905.